Dataset: Full USPTO retrosynthesis dataset with 1.9M reactions from patents (1976-2016). Task: Predict the reactants needed to synthesize the given product. (1) Given the product [Br:1][C:2]1[CH:3]=[CH:4][C:5]([F:18])=[C:6]([C:8](=[O:9])[CH2:13][C:14]2([OH:17])[CH2:15][CH2:16]2)[CH:7]=1, predict the reactants needed to synthesize it. The reactants are: [Br:1][C:2]1[CH:3]=[CH:4][C:5]([F:18])=[C:6]([C:8]2([CH2:13][C:14]3([OH:17])[CH2:16][CH2:15]3)OCC[O:9]2)[CH:7]=1.Cl. (2) The reactants are: C(Br)C.[CH:4]([C@H:7]1[CH2:12][CH2:11][C@H:10]([C:13]([NH:15][C@@H:16]([CH2:20][C:21]2[CH:26]=[CH:25][C:24]([O:27][CH2:28][CH3:29])=[CH:23][CH:22]=2)[C:17]([OH:19])=[O:18])=[O:14])[CH2:9][CH2:8]1)([CH3:6])[CH3:5]. Given the product [CH:4]([C@H:7]1[CH2:8][CH2:9][C@H:10]([C:13]([NH:15][C@H:16]([CH2:20][C:21]2[CH:26]=[CH:25][C:24]([O:27][CH2:28][CH3:29])=[CH:23][CH:22]=2)[C:17]([OH:19])=[O:18])=[O:14])[CH2:11][CH2:12]1)([CH3:6])[CH3:5], predict the reactants needed to synthesize it.